From a dataset of TCR-epitope binding with 47,182 pairs between 192 epitopes and 23,139 TCRs. Binary Classification. Given a T-cell receptor sequence (or CDR3 region) and an epitope sequence, predict whether binding occurs between them. (1) Result: 1 (the TCR binds to the epitope). The epitope is RQLLFVVEV. The TCR CDR3 sequence is CSVVNTGELFF. (2) The epitope is GTITVEELK. The TCR CDR3 sequence is CASSQGQGLNGYTF. Result: 0 (the TCR does not bind to the epitope). (3) The TCR CDR3 sequence is CASSLHGQGVRSPLHF. Result: 1 (the TCR binds to the epitope). The epitope is TPRVTGGGAM. (4) The epitope is NLVPMVATV. The TCR CDR3 sequence is CASSLGTSPGAEAFF. Result: 1 (the TCR binds to the epitope). (5) The epitope is TLVPQEHYV. The TCR CDR3 sequence is CASSSTGYVNEQYF. Result: 0 (the TCR does not bind to the epitope). (6) The epitope is HTTDPSFLGRY. The TCR CDR3 sequence is CASSQDDGLVETQYF. Result: 1 (the TCR binds to the epitope). (7) The epitope is FTYASALWEI. The TCR CDR3 sequence is CASKRGTQETQYF. Result: 1 (the TCR binds to the epitope).